Predict the reaction yield, written as a fraction of the theoretical maximum amount of product (1.0 means a 100% yield; for example, 0.34 means a 34% yield). From a dataset of Reaction yield outcomes from USPTO patents with 853,638 reactions. (1) The reactants are [C:1]1([C@:11]23[CH2:16][CH:15]2[CH2:14][O:13][C:12]3=[O:17])[C:10]2[C:5](=[CH:6][CH:7]=[CH:8][CH:9]=2)[CH:4]=[CH:3][CH:2]=1.ClCCl. The catalyst is O1CCCC1. The product is [C:1]1([C@:11]2([CH2:12][OH:17])[CH2:16][CH:15]2[CH2:14][OH:13])[C:10]2[C:5](=[CH:6][CH:7]=[CH:8][CH:9]=2)[CH:4]=[CH:3][CH:2]=1. The yield is 0.985. (2) The reactants are [F:1][C:2]([F:25])([F:24])[C:3]1[CH:4]=[C:5]([C:20]([F:23])([F:22])[F:21])[C:6]2[CH:7]=[CH:8][C:9]3[N:10]([CH:13]=[C:14]([C:16]([NH:18][NH2:19])=[O:17])[N:15]=3)[C:11]=2[N:12]=1.[CH3:26]C1C=CC(S(O)(=O)=O)=CC=1.COC(OC)OC. No catalyst specified. The product is [F:25][C:2]([F:24])([F:1])[C:3]1[CH:4]=[C:5]([C:20]([F:23])([F:22])[F:21])[C:6]2[CH:7]=[CH:8][C:9]3[N:10]([CH:13]=[C:14]([C:16]4[O:17][CH:26]=[N:19][N:18]=4)[N:15]=3)[C:11]=2[N:12]=1. The yield is 0.619. (3) The reactants are [CH2:1]([C@H:8]1[CH2:13][N:12]([C:14]2[CH:19]=[CH:18][C:17]([O:20][CH3:21])=[C:16]([O:22][CH:23]3[CH2:27][CH2:26][CH2:25][CH2:24]3)[CH:15]=2)[CH2:11][CH2:10][N:9]1[C:28](=O)[CH2:29][C:30](OCC)=[O:31])[C:2]1[CH:7]=[CH:6][CH:5]=[CH:4][CH:3]=1.[H-].[Al+3].[Li+].[H-].[H-].[H-]. The catalyst is C1COCC1. The product is [CH2:1]([C@H:8]1[CH2:13][N:12]([C:14]2[CH:19]=[CH:18][C:17]([O:20][CH3:21])=[C:16]([O:22][CH:23]3[CH2:24][CH2:25][CH2:26][CH2:27]3)[CH:15]=2)[CH2:11][CH2:10][N:9]1[CH2:28][CH2:29][CH2:30][OH:31])[C:2]1[CH:3]=[CH:4][CH:5]=[CH:6][CH:7]=1. The yield is 0.970. (4) The reactants are [CH2:1]([O:3][C:4]([C:6]1[CH2:10][C:9]([O-:11])=[C:8](C(OC)=O)[C:7]=1[CH2:16][CH3:17])=[O:5])[CH3:2].[Na+].[Cl-].[K+].CC(O)=O.C([O-])(O)=O.[Na+]. The catalyst is O.C1(C)C=CC=CC=1. The product is [CH2:16]([C:7]1[CH:6]([C:4]([O:3][CH2:1][CH3:2])=[O:5])[CH2:10][C:9](=[O:11])[CH:8]=1)[CH3:17]. The yield is 0.690. (5) The reactants are S([O:11][CH2:12][CH2:13][O:14][CH2:15][CH2:16][O:17][CH2:18][CH2:19][O:20][CH2:21][CH2:22][OH:23])(C1C=CC(C)=CC=1)(=O)=O.[C:24]1(=[O:34])[NH:28][C:27](=[O:29])[C:26]2=[CH:30][CH:31]=[CH:32][CH:33]=[C:25]12.N12CCCN=C1CCCCC2. The catalyst is CN(C=O)C. The product is [C:24]1(=[O:34])[NH:28][C:27](=[O:29])[C:26]2=[CH:30][CH:31]=[CH:32][CH:33]=[C:25]12.[CH2:22]([OH:23])[CH2:21][O:20][CH2:19][CH2:18][O:17][CH2:16][CH2:15][O:14][CH2:13][CH2:12][OH:11]. The yield is 0.800. (6) The reactants are [N+:1]([C:4]1[CH:5]=[N:6][C:7]2[C:12]([C:13]=1O)=[CH:11][CH:10]=[CH:9][CH:8]=2)([O-:3])=[O:2].CN(C=O)C.S(Cl)(Cl)=O.[C:24]([O:28][C:29](=[O:35])[NH:30][CH2:31][CH2:32][CH2:33][NH2:34])([CH3:27])([CH3:26])[CH3:25]. The catalyst is C(Cl)Cl.CCN(CC)CC. The product is [N+:1]([C:4]1[CH:5]=[N:6][C:7]2[C:12]([C:13]=1[NH:34][CH2:33][CH2:32][CH2:31][NH:30][C:29](=[O:35])[O:28][C:24]([CH3:26])([CH3:25])[CH3:27])=[CH:11][CH:10]=[CH:9][CH:8]=2)([O-:3])=[O:2]. The yield is 0.940. (7) The reactants are CN(C)C(=O)C.[NH2:7][C:8]1[CH:9]=[C:10]([CH:19]=[CH:20][C:21]=1[NH2:22])[C:11]([C:13]1[CH:18]=[CH:17][CH:16]=[CH:15][CH:14]=1)=[O:12].S([O-])(O)=O.[Na+].[CH:28]([C:30]1[O:34][C:33]([C:35]([OH:37])=[O:36])=[CH:32][CH:31]=1)=O. The catalyst is O. The product is [C:11]([C:10]1[CH:19]=[CH:20][C:21]2[N:22]=[C:28]([C:30]3[O:34][C:33]([C:35]([OH:37])=[O:36])=[CH:32][CH:31]=3)[NH:7][C:8]=2[CH:9]=1)(=[O:12])[C:13]1[CH:18]=[CH:17][CH:16]=[CH:15][CH:14]=1. The yield is 0.640.